From a dataset of Full USPTO retrosynthesis dataset with 1.9M reactions from patents (1976-2016). Predict the reactants needed to synthesize the given product. (1) Given the product [F:44][C:40]1[CH:39]=[C:38]([C:29]2[C:30]3[C:35](=[CH:34][CH:33]=[C:32]([O:36][CH3:37])[CH:31]=3)[C:26]([O:54][CH2:53][C:51]3[N:50]=[CH:49][N:48]([CH3:47])[CH:52]=3)=[N:27][C:28]=2[C:45]#[N:46])[CH:43]=[CH:42][CH:41]=1, predict the reactants needed to synthesize it. The reactants are: C(OC1C2C(=CC(OC)=CC=2)C(C2C=CC=CC=2)=C(C#N)N=1)C=C.Cl[C:26]1[C:35]2[C:30](=[CH:31][C:32]([O:36][CH3:37])=[CH:33][CH:34]=2)[C:29]([C:38]2[CH:43]=[CH:42][CH:41]=[C:40]([F:44])[CH:39]=2)=[C:28]([C:45]#[N:46])[N:27]=1.[CH3:47][N:48]1[CH:52]=[C:51]([CH2:53][OH:54])[N:50]=[CH:49]1. (2) Given the product [Cl:15][C:10]1[S:9][C:8]2[CH:7]=[CH:6][C:5]3[C:13]([C:12]=2[CH:11]=1)=[CH:14][C:2]([CH2:23][C:24]([CH3:26])([OH:27])[CH3:25])=[CH:3][CH:4]=3, predict the reactants needed to synthesize it. The reactants are: Br[C:2]1[CH:14]=[C:13]2[C:5]([CH:6]=[CH:7][C:8]3[S:9][C:10]([Cl:15])=[CH:11][C:12]=32)=[CH:4][CH:3]=1.C[Li].C([Li])CCC.[CH3:23][C:24]1([O:27][CH2:26]1)[CH3:25].B(F)(F)F.CCOCC. (3) The reactants are: [NH2:1][C:2]1[CH:10]=[CH:9][CH:8]=[CH:7][C:3]=1[C:4]([NH2:6])=[O:5].[C:11](N)(=O)[CH3:12]. Given the product [CH3:11][C:12]1[NH:6][C:4](=[O:5])[C:3]2[C:2](=[CH:10][CH:9]=[CH:8][CH:7]=2)[N:1]=1, predict the reactants needed to synthesize it. (4) Given the product [Cl:1][C:2]1[N:7]=[C:6]([C:11]2[CH:12]=[C:13]([N+:16]([O-:18])=[O:17])[CH:14]=[CH:15][C:10]=2[F:9])[CH:5]=[CH:4][N:3]=1, predict the reactants needed to synthesize it. The reactants are: [Cl:1][C:2]1[N:7]=[C:6](Cl)[CH:5]=[CH:4][N:3]=1.[F:9][C:10]1[CH:15]=[CH:14][C:13]([N+:16]([O-:18])=[O:17])=[CH:12][C:11]=1B1OC(C)(C)C(C)(C)O1. (5) Given the product [CH2:1]([O:3][C:4](=[O:24])[CH2:5][C@@H:6]([N:15]1[C:16]2[CH:21]=[C:20]([CH3:22])[CH:19]=[CH:18][C:17]=2[NH:23][C:30]1=[O:31])[CH2:7][CH2:8][C:9]1[CH:14]=[CH:13][CH:12]=[CH:11][CH:10]=1)[CH3:2], predict the reactants needed to synthesize it. The reactants are: [CH2:1]([O:3][C:4](=[O:24])[CH2:5][C@@H:6]([NH:15][C:16]1[CH:21]=[C:20]([CH3:22])[CH:19]=[CH:18][C:17]=1[NH2:23])[CH2:7][CH2:8][C:9]1[CH:14]=[CH:13][CH:12]=[CH:11][CH:10]=1)[CH3:2].C1N=CN([C:30](N2C=NC=C2)=[O:31])C=1. (6) Given the product [N:30]1([C:1]([O:2][CH2:3][CH2:4][N:5]2[CH:9]=[C:8]([C:10]([CH3:13])([CH3:12])[CH3:11])[S:7]/[C:6]/2=[N:14]\[C:15](=[O:27])[C:16]2[CH:21]=[C:20]([C:22]([F:25])([F:24])[F:23])[CH:19]=[CH:18][C:17]=2[N:30]2[CH2:33][CH2:32][CH2:31]2)=[O:28])[CH2:33][CH2:32][CH2:31]1, predict the reactants needed to synthesize it. The reactants are: [C:1](Cl)(=[O:28])[O:2][CH2:3][CH2:4][N:5]1[CH:9]=[C:8]([C:10]([CH3:13])([CH3:12])[CH3:11])[S:7]/[C:6]/1=[N:14]\[C:15](=[O:27])[C:16]1[CH:21]=[C:20]([C:22]([F:25])([F:24])[F:23])[CH:19]=[CH:18][C:17]=1F.[NH:30]1[CH2:33][CH2:32][CH2:31]1. (7) Given the product [Cl:25][C:26]1[C:33]([CH3:34])=[C:32]([N:3]2[C@@H:4]3[CH2:22][CH2:21][CH2:20][CH2:19][C@H:5]3[N:6]([C:7]3[CH:14]=[CH:13][C:10]([C:11]#[N:12])=[C:9]([C:15]([F:18])([F:16])[F:17])[CH:8]=3)[C:2]2=[O:1])[CH:31]=[CH:30][C:27]=1[C:28]#[N:29], predict the reactants needed to synthesize it. The reactants are: [O:1]=[C:2]1[N:6]([C:7]2[CH:14]=[CH:13][C:10]([C:11]#[N:12])=[C:9]([C:15]([F:18])([F:17])[F:16])[CH:8]=2)[C@@H:5]2[CH2:19][CH2:20][CH2:21][CH2:22][C@H:4]2[NH:3]1.[H-].[Na+].[Cl:25][C:26]1[C:33]([CH3:34])=[C:32](F)[CH:31]=[CH:30][C:27]=1[C:28]#[N:29].